Dataset: Full USPTO retrosynthesis dataset with 1.9M reactions from patents (1976-2016). Task: Predict the reactants needed to synthesize the given product. (1) Given the product [OH:54][CH2:53][C:52]([NH:51][C:39]([C:34]1[NH:35][C:36]2[C:32]([CH:33]=1)=[CH:31][C:30]([O:29][CH3:28])=[CH:38][CH:37]=2)=[O:41])([CH3:56])[CH3:55], predict the reactants needed to synthesize it. The reactants are: F[P-](F)(F)(F)(F)F.N1(O[P+](N(C)C)(N(C)C)N(C)C)C2C=CC=CC=2N=N1.[CH3:28][O:29][C:30]1[CH:31]=[C:32]2[C:36](=[CH:37][CH:38]=1)[NH:35][C:34]([C:39]([OH:41])=O)=[CH:33]2.CCN(C(C)C)C(C)C.[NH2:51][C:52]([CH3:56])([CH3:55])[CH2:53][OH:54].Cl. (2) Given the product [Br:11][C:10]1[C:3]2[C:4](=[N:5][CH:6]=[CH:7][C:2]=2[Cl:1])[NH:8][N:9]=1, predict the reactants needed to synthesize it. The reactants are: [Cl:1][C:2]1[CH:7]=[CH:6][N:5]=[C:4]2[NH:8][N:9]=[CH:10][C:3]=12.[Br:11]N1C(=O)CCC1=O. (3) Given the product [O:15]1[CH2:16][CH2:17][O:18][CH:14]1[C:6]1[CH:5]=[CH:4][C:3]([O:2][CH3:1])=[C:12]2[C:7]=1[CH2:8][CH2:9][C:10](=[O:13])[NH:11]2, predict the reactants needed to synthesize it. The reactants are: [CH3:1][O:2][C:3]1[C:12]2[NH:11][C:10](=[O:13])[CH2:9][CH2:8][C:7]=2[C:6]([CH:14]=[O:15])=[CH:5][CH:4]=1.[CH2:16](O)[CH2:17][OH:18].C(=O)(O)[O-].[Na+]. (4) Given the product [CH2:16]([O:23][C:24]([C:26]1[CH:27]=[CH:28][C:29]([O:30][C:8]2[C:7]([F:10])=[C:6]([F:11])[C:5]([F:12])=[C:4]([F:13])[C:3]=2[C:2]([F:1])([F:15])[F:14])=[CH:31][CH:32]=1)=[O:25])[C:17]1[CH:18]=[CH:19][CH:20]=[CH:21][CH:22]=1, predict the reactants needed to synthesize it. The reactants are: [F:1][C:2]([F:15])([F:14])[C:3]1[C:8](F)=[C:7]([F:10])[C:6]([F:11])=[C:5]([F:12])[C:4]=1[F:13].[CH2:16]([O:23][C:24]([C:26]1[CH:32]=[CH:31][C:29]([O-:30])=[CH:28][CH:27]=1)=[O:25])[C:17]1[CH:22]=[CH:21][CH:20]=[CH:19][CH:18]=1.[K+].[K]. (5) Given the product [NH2:1][C@H:2]1[CH2:7][CH2:6][CH2:5][CH2:4][C@H:3]1[NH:8][C:13](=[O:14])[C:12]1[C:11]([C:10]([F:26])([F:27])[F:9])=[CH:19][C:18]([C:20]([F:21])([F:22])[F:23])=[CH:17][C:16]=1[O:24][CH3:25], predict the reactants needed to synthesize it. The reactants are: [NH2:1][C@@H:2]1[CH2:7][CH2:6][CH2:5][CH2:4][C@@H:3]1[NH2:8].[F:9][C:10]([F:27])([F:26])[C:11]1[CH:19]=[C:18]([C:20]([F:23])([F:22])[F:21])[CH:17]=[C:16]([O:24][CH3:25])[C:12]=1[C:13](O)=[O:14]. (6) Given the product [NH2:11][C:5]1[C:6]2[N:7]([N:8]=[N:9][N:10]=2)[C:2]([CH3:1])=[C:3]([CH3:23])[C:4]=1[NH:14][CH2:15][C:16]([NH:19][C:20](=[O:22])[CH3:21])([CH3:18])[CH3:17], predict the reactants needed to synthesize it. The reactants are: [CH3:1][C:2]1[N:7]2[N:8]=[N:9][N:10]=[C:6]2[C:5]([N+:11]([O-])=O)=[C:4]([NH:14][CH2:15][C:16]([NH:19][C:20](=[O:22])[CH3:21])([CH3:18])[CH3:17])[C:3]=1[CH3:23]. (7) Given the product [NH2:14][C:15]1[CH:16]=[C:17]([B:29]2[O:46][C:43]([CH3:45])([CH3:44])[C:40]([CH3:42])([CH3:41])[O:39]2)[CH:18]=[CH:19][CH:20]=1, predict the reactants needed to synthesize it. The reactants are: C(=[N:14][C:15]1[CH:20]=[CH:19][CH:18]=[C:17](Br)[CH:16]=1)(C1C=CC=CC=1)C1C=CC=CC=1.C([Li])CCC.CO[B:29](OC)OC.S(=O)(=O)(O)O.[OH:39][C:40]([C:43]([OH:46])([CH3:45])[CH3:44])([CH3:42])[CH3:41].[OH-].[Na+].